Dataset: Forward reaction prediction with 1.9M reactions from USPTO patents (1976-2016). Task: Predict the product of the given reaction. Given the reactants Cl[C:2]1[CH:7]=[CH:6][C:5]([N+:8]([O-])=O)=[CH:4][N:3]=1.[NH2:11][CH:12]1[CH2:17][CH2:16][CH2:15][N:14]([C:18]([O:20][C:21]([CH3:24])([CH3:23])[CH3:22])=[O:19])[CH2:13]1, predict the reaction product. The product is: [NH2:8][C:5]1[CH:6]=[CH:7][C:2]([NH:11][CH:12]2[CH2:17][CH2:16][CH2:15][N:14]([C:18]([O:20][C:21]([CH3:24])([CH3:23])[CH3:22])=[O:19])[CH2:13]2)=[N:3][CH:4]=1.